This data is from Full USPTO retrosynthesis dataset with 1.9M reactions from patents (1976-2016). The task is: Predict the reactants needed to synthesize the given product. Given the product [CH2:16]([O:8][C:7]1[C:2]([Br:1])=[N:3][CH:4]=[C:5]([Br:9])[CH:6]=1)[C:17]1[CH:22]=[CH:21][CH:20]=[CH:19][CH:18]=1, predict the reactants needed to synthesize it. The reactants are: [Br:1][C:2]1[C:7]([OH:8])=[CH:6][C:5]([Br:9])=[CH:4][N:3]=1.C(=O)([O-])[O-].[K+].[K+].[CH2:16](Br)[C:17]1[CH:22]=[CH:21][CH:20]=[CH:19][CH:18]=1.